Task: Regression. Given a peptide amino acid sequence and an MHC pseudo amino acid sequence, predict their binding affinity value. This is MHC class I binding data.. Dataset: Peptide-MHC class I binding affinity with 185,985 pairs from IEDB/IMGT (1) The MHC is HLA-B07:02 with pseudo-sequence HLA-B07:02. The peptide sequence is LLQAIGAAA. The binding affinity (normalized) is 0.213. (2) The binding affinity (normalized) is 0.340. The peptide sequence is EMKTDAATLA. The MHC is HLA-A01:01 with pseudo-sequence HLA-A01:01. (3) The peptide sequence is QIQAGNFHW. The MHC is HLA-A68:02 with pseudo-sequence HLA-A68:02. The binding affinity (normalized) is 0.0847. (4) The peptide sequence is SLGQYIYET. The MHC is HLA-A02:19 with pseudo-sequence HLA-A02:19. The binding affinity (normalized) is 0.602. (5) The peptide sequence is VRRRLTAR. The MHC is HLA-B27:05 with pseudo-sequence HLA-B27:05. The binding affinity (normalized) is 0.270. (6) The peptide sequence is RAMRMVYYL. The MHC is HLA-C15:02 with pseudo-sequence HLA-C15:02. The binding affinity (normalized) is 0.674. (7) The peptide sequence is MGMEQTMSV. The MHC is HLA-A26:01 with pseudo-sequence HLA-A26:01. The binding affinity (normalized) is 0.0847. (8) The MHC is HLA-A33:01 with pseudo-sequence HLA-A33:01. The binding affinity (normalized) is 0.138. The peptide sequence is YVLDHLIVV. (9) The peptide sequence is ASSLLRNDVP. The MHC is HLA-B58:01 with pseudo-sequence HLA-B58:01. The binding affinity (normalized) is 0.389.